Dataset: Catalyst prediction with 721,799 reactions and 888 catalyst types from USPTO. Task: Predict which catalyst facilitates the given reaction. (1) Product: [CH3:17][CH:16]([CH2:15][N:14]1[C:10]2[C:9]3[CH:8]=[CH:7][CH:6]=[CH:5][C:4]=3[N:3]=[C:2]([NH2:21])[C:11]=2[N:12]=[CH:13]1)[CH3:18]. The catalyst class is: 5. Reactant: Cl[C:2]1[C:11]2[N:12]=[CH:13][N:14]([CH2:15][CH:16]([CH3:18])[CH3:17])[C:10]=2[C:9]2[CH:8]=[CH:7][CH:6]=[CH:5][C:4]=2[N:3]=1.C([NH2:21])=O.N.[OH-].[Na+]. (2) Product: [C:43]1([C:36]2([C:19]3[CH:20]=[C:21]([O:24][CH2:25][C:26]4[CH:35]=[CH:34][C:33]5[C:28](=[CH:29][CH:30]=[CH:31][CH:32]=5)[N:27]=4)[CH:22]=[CH:23][C:18]=3[C:17]([NH:16][NH2:15])=[O:49])[CH2:41][CH:40]3[CH2:42][CH:37]2[CH2:38][CH2:39]3)[CH:44]=[CH:45][CH:46]=[CH:47][CH:48]=1. The catalyst class is: 2. Reactant: Cl.CCOC(C)=O.C(OC([NH:15][NH:16][C:17](=[O:49])[C:18]1[CH:23]=[CH:22][C:21]([O:24][CH2:25][C:26]2[CH:35]=[CH:34][C:33]3[C:28](=[CH:29][CH:30]=[CH:31][CH:32]=3)[N:27]=2)=[CH:20][C:19]=1[C:36]1([C:43]2[CH:48]=[CH:47][CH:46]=[CH:45][CH:44]=2)[CH2:41][CH:40]2[CH2:42][CH:37]1[CH2:38][CH2:39]2)=O)(C)(C)C. (3) Product: [BrH:33].[N:1]1([CH2:6][CH2:7][NH:8][C:9]([C:11]2[N:12]([CH3:32])[C:13]3[C:21]([C:22]=2[Br:33])=[C:20]2[C:16]([C:17](=[O:24])[NH:18][C:19]2=[O:23])=[C:15]([C:25]2[CH:30]=[CH:29][CH:28]=[CH:27][C:26]=2[Cl:31])[CH:14]=3)=[O:10])[CH2:2][CH2:3][CH2:4][CH2:5]1. Reactant: [N:1]1([CH2:6][CH2:7][NH:8][C:9]([C:11]2[N:12]([CH3:32])[C:13]3[C:21]([CH:22]=2)=[C:20]2[C:16]([C:17](=[O:24])[NH:18][C:19]2=[O:23])=[C:15]([C:25]2[CH:30]=[CH:29][CH:28]=[CH:27][C:26]=2[Cl:31])[CH:14]=3)=[O:10])[CH2:5][CH2:4][CH2:3][CH2:2]1.[Br:33]Br. The catalyst class is: 15. (4) Reactant: Br[C:2]1[C:25](=[O:26])[N:24]([CH2:27][C:28]2[C:33]([F:34])=[CH:32][CH:31]=[CH:30][C:29]=2[CH:35]2[CH2:37][CH2:36]2)[C:5]2[N:6]=[C:7]([NH:10][C:11]3[CH:16]=[CH:15][C:14]([N:17]4[CH2:22][CH2:21][N:20]([CH3:23])[CH2:19][CH2:18]4)=[CH:13][CH:12]=3)[N:8]=[CH:9][C:4]=2[CH:3]=1.[CH2:38]([Sn](CCCC)(CCCC)C#CC)[CH2:39][CH2:40]C. Product: [CH:35]1([C:29]2[CH:30]=[CH:31][CH:32]=[C:33]([F:34])[C:28]=2[CH2:27][N:24]2[C:5]3[N:6]=[C:7]([NH:10][C:11]4[CH:16]=[CH:15][C:14]([N:17]5[CH2:18][CH2:19][N:20]([CH3:23])[CH2:21][CH2:22]5)=[CH:13][CH:12]=4)[N:8]=[CH:9][C:4]=3[CH:3]=[C:2]([C:38]#[C:39][CH3:40])[C:25]2=[O:26])[CH2:36][CH2:37]1. The catalyst class is: 77. (5) Product: [CH3:29][S:30]([O:28][CH2:27][C@H:24]1[CH2:23][CH2:22][C:21]2[S:20][C:19]3[C:26](=[C:15]([O:14][CH:11]4[CH2:12][CH2:13][CH:8]([N:6]5[CH2:7][C:4]6([CH2:3][O:2][CH2:1]6)[CH2:5]5)[CH2:9][CH2:10]4)[N:16]=[CH:17][N:18]=3)[C:25]1=2)(=[O:32])=[O:31]. The catalyst class is: 4. Reactant: [CH2:1]1[C:4]2([CH2:7][N:6]([CH:8]3[CH2:13][CH2:12][CH:11]([O:14][C:15]4[N:16]=[CH:17][N:18]=[C:19]5[C:26]=4[C:25]4[C@@H:24]([CH2:27][OH:28])[CH2:23][CH2:22][C:21]=4[S:20]5)[CH2:10][CH2:9]3)[CH2:5]2)[CH2:3][O:2]1.[CH3:29][S:30](Cl)(=[O:32])=[O:31]. (6) Reactant: [OH:1][CH2:2][C@H:3]([CH3:8])[C:4]([O:6][CH3:7])=[O:5].N1C=CN=C1.[C:14]([Si:18](Cl)([CH3:20])[CH3:19])([CH3:17])([CH3:16])[CH3:15]. Product: [Si:18]([O:1][CH2:2][C@H:3]([CH3:8])[C:4]([O:6][CH3:7])=[O:5])([C:14]([CH3:17])([CH3:16])[CH3:15])([CH3:20])[CH3:19]. The catalyst class is: 2. (7) Reactant: [NH2:1][C:2]1[NH:3][C:4](=[O:13])[C:5]2[N:11]=[C:10](Cl)[CH:9]=[CH:8][C:6]=2[N:7]=1.[CH3:14][O:15][C:16]1[CH:17]=[C:18](B(O)O)[CH:19]=[CH:20][C:21]=1[O:22][CH3:23].C(=O)([O-])[O-].[K+].[K+]. Product: [NH2:1][C:2]1[NH:3][C:4](=[O:13])[C:5]2[N:11]=[C:10]([C:19]3[CH:18]=[CH:17][C:16]([O:15][CH3:14])=[C:21]([O:22][CH3:23])[CH:20]=3)[CH:9]=[CH:8][C:6]=2[N:7]=1. The catalyst class is: 70. (8) Reactant: [C:1]([N:4]1[C:13]2[C:8](=[CH:9][C:10]([NH:14][C:15](=[O:18])[CH2:16]Br)=[CH:11][CH:12]=2)[C:7]([C:20]2[CH:25]=[CH:24][CH:23]=[CH:22][CH:21]=2)([CH3:19])[CH2:6][C:5]1([CH3:27])[CH3:26])(=[O:3])[CH3:2].[F:28][C:29]1[CH:36]=[C:35]([F:37])[CH:34]=[CH:33][C:30]=1[CH2:31][NH2:32].C(N(CC)C(C)C)(C)C. Product: [C:1]([N:4]1[C:13]2[C:8](=[CH:9][C:10]([NH:14][C:15]([CH2:16][NH:32][CH2:31][C:30]3[CH:33]=[CH:34][C:35]([F:37])=[CH:36][C:29]=3[F:28])=[O:18])=[CH:11][CH:12]=2)[C:7]([C:20]2[CH:25]=[CH:24][CH:23]=[CH:22][CH:21]=2)([CH3:19])[CH2:6][C:5]1([CH3:27])[CH3:26])(=[O:3])[CH3:2]. The catalyst class is: 12.